From a dataset of Peptide-MHC class I binding affinity with 185,985 pairs from IEDB/IMGT. Regression. Given a peptide amino acid sequence and an MHC pseudo amino acid sequence, predict their binding affinity value. This is MHC class I binding data. (1) The peptide sequence is IEHALAHQL. The MHC is BoLA-AW10 with pseudo-sequence BoLA-AW10. The binding affinity (normalized) is 0.0641. (2) The peptide sequence is FSDARLAKL. The MHC is HLA-A11:01 with pseudo-sequence HLA-A11:01. The binding affinity (normalized) is 0.0847. (3) The binding affinity (normalized) is 0.153. The peptide sequence is KAIDFLLQR. The MHC is HLA-A02:01 with pseudo-sequence HLA-A02:01. (4) The peptide sequence is MEFEPFQSL. The MHC is HLA-B45:06 with pseudo-sequence YHTKYREIYAQTDESNLYWRYNLYTWAVDAYLSY. The binding affinity (normalized) is 0.213. (5) The peptide sequence is VSSVNMISRM. The MHC is HLA-B57:01 with pseudo-sequence HLA-B57:01. The binding affinity (normalized) is 0.405. (6) The peptide sequence is GHMMVIFRL. The MHC is HLA-A02:01 with pseudo-sequence HLA-A02:01. The binding affinity (normalized) is 0.191. (7) The peptide sequence is SPGIRPRFL. The MHC is HLA-B08:01 with pseudo-sequence HLA-B08:01. The binding affinity (normalized) is 0.628. (8) The peptide sequence is LPLLPIFFCL. The MHC is Patr-A0701 with pseudo-sequence Patr-A0701. The binding affinity (normalized) is 0.473.